This data is from Forward reaction prediction with 1.9M reactions from USPTO patents (1976-2016). The task is: Predict the product of the given reaction. Given the reactants [N:1]1[C:6]2[NH:7][CH:8]=[CH:9][C:5]=2[C:4]([C:10]2[CH:11]=[N:12][N:13]([CH:15]([CH2:19][CH2:20][CH2:21][CH3:22])[CH2:16][C:17]#[N:18])[CH:14]=2)=[N:3][CH:2]=1.[P:23](=[O:27])([OH:26])([OH:25])[OH:24], predict the reaction product. The product is: [P:23]([OH:27])([OH:26])([OH:25])=[O:24].[N:1]1[C:6]2[NH:7][CH:8]=[CH:9][C:5]=2[C:4]([C:10]2[CH:11]=[N:12][N:13]([CH:15]([CH2:19][CH2:20][CH2:21][CH3:22])[CH2:16][C:17]#[N:18])[CH:14]=2)=[N:3][CH:2]=1.